Dataset: Reaction yield outcomes from USPTO patents with 853,638 reactions. Task: Predict the reaction yield, written as a fraction of the theoretical maximum amount of product (1.0 means a 100% yield; for example, 0.34 means a 34% yield). (1) The reactants are [CH2:1]([C:3]1[C:11]2[S:10][CH2:9][CH:8]([C:12]3[CH:17]=[CH:16][C:15]([CH:18]([CH3:20])[CH3:19])=[CH:14][CH:13]=3)[C:7]=2[C:6]([CH3:21])=[C:5]([NH:22][C:23](=[O:29])[CH2:24][C:25]([CH3:28])([CH3:27])[CH3:26])[C:4]=1[CH3:30])[CH3:2].C(=O)([O-])[OH:32].[Na+].ClC1C=CC=C(C(OO)=O)C=1.S([O-])(O)=O.[Na+]. The catalyst is ClCCl. The product is [CH2:1]([C:3]1[C:11]2[S:10](=[O:32])[CH2:9][CH:8]([C:12]3[CH:17]=[CH:16][C:15]([CH:18]([CH3:19])[CH3:20])=[CH:14][CH:13]=3)[C:7]=2[C:6]([CH3:21])=[C:5]([NH:22][C:23](=[O:29])[CH2:24][C:25]([CH3:27])([CH3:26])[CH3:28])[C:4]=1[CH3:30])[CH3:2]. The yield is 0.220. (2) The reactants are [CH2:1]([N:3]([CH2:19][CH3:20])[CH2:4][CH2:5][N:6]1[CH2:11][CH2:10][C:9]2[NH:12][C:13]([CH:16]=O)=[C:14]([CH3:15])[C:8]=2[C:7]1=[O:18])[CH3:2].[F:21][C:22]1[CH:23]=[C:24]2[C:28](=[CH:29][C:30]=1[NH:31][C:32](=[O:36])[C@@H:33]([OH:35])[CH3:34])[NH:27][C:26](=[O:37])[CH2:25]2. No catalyst specified. The product is [CH2:1]([N:3]([CH2:19][CH3:20])[CH2:4][CH2:5][N:6]1[CH2:11][CH2:10][C:9]2[NH:12][C:13]([CH:16]=[C:25]3[C:24]4[C:28](=[CH:29][C:30]([NH:31][C:32](=[O:36])[C@@H:33]([OH:35])[CH3:34])=[C:22]([F:21])[CH:23]=4)[NH:27][C:26]3=[O:37])=[C:14]([CH3:15])[C:8]=2[C:7]1=[O:18])[CH3:2]. The yield is 0.503. (3) The reactants are [C:1]([S:5][C:6]1[CH:11]=[CH:10][C:9]([C:12]2[CH:17]=[CH:16][C:15](Br)=[CH:14][CH:13]=2)=[CH:8][CH:7]=1)([CH3:4])([CH3:3])[CH3:2].C([Li])CCC.[F:24][C:25]1[C:30]([C:31]2[C:36](F)=[C:35]([F:38])[C:34]([F:39])=[C:33]([F:40])[C:32]=2[F:41])=[C:29]([F:42])[C:28]([F:43])=[C:27]([F:44])[C:26]=1[F:45].C(=O)(O)[O-].[Na+]. The catalyst is C1COCC1. The product is [C:1]([S:5][C:6]1[CH:11]=[CH:10][C:9]([C:12]2[CH:17]=[CH:16][C:15]([C:36]3[C:31]([C:30]4[C:29]([F:42])=[C:28]([F:43])[C:27]([F:44])=[C:26]([F:45])[C:25]=4[F:24])=[C:32]([F:41])[C:33]([F:40])=[C:34]([F:39])[C:35]=3[F:38])=[CH:14][CH:13]=2)=[CH:8][CH:7]=1)([CH3:4])([CH3:3])[CH3:2]. The yield is 0.450. (4) The reactants are [CH2:1]([C:3]1[N:4]=[C:5]([CH2:25][CH2:26][CH3:27])[N:6]([CH2:10][C:11]2[CH:16]=[CH:15][C:14]([C:17]3[C:18]([C:23]#[N:24])=[CH:19][CH:20]=[CH:21][CH:22]=3)=[CH:13][CH:12]=2)[C:7](=[O:9])[CH:8]=1)[CH3:2].C([O-])(=O)C.[Na+].[Br:33]Br. The catalyst is C(O)(=O)C.C(OCC)(=O)C. The product is [Br:33][C:8]1[C:7](=[O:9])[N:6]([CH2:10][C:11]2[CH:16]=[CH:15][C:14]([C:17]3[C:18]([C:23]#[N:24])=[CH:19][CH:20]=[CH:21][CH:22]=3)=[CH:13][CH:12]=2)[C:5]([CH2:25][CH2:26][CH3:27])=[N:4][C:3]=1[CH2:1][CH3:2]. The yield is 0.710. (5) The reactants are [CH2:1]([N:8]1[C:17]2[CH:16]=[CH:15][CH:14]=[CH:13][C:12]=2[C:11]2[O:18][C:19](=[O:23])[CH:20]=[C:21]([OH:22])[C:10]=2[C:9]1=[O:24])[C:2]1[CH:7]=[CH:6][CH:5]=[CH:4][CH:3]=1.[Br:25]N1C(=O)CCC1=O. The catalyst is C(#N)C. The product is [CH2:1]([N:8]1[C:17]2[CH:16]=[CH:15][CH:14]=[CH:13][C:12]=2[C:11]2[O:18][C:19](=[O:23])[C:20]([Br:25])=[C:21]([OH:22])[C:10]=2[C:9]1=[O:24])[C:2]1[CH:7]=[CH:6][CH:5]=[CH:4][CH:3]=1. The yield is 0.830.